This data is from Full USPTO retrosynthesis dataset with 1.9M reactions from patents (1976-2016). The task is: Predict the reactants needed to synthesize the given product. (1) Given the product [NH2:8][C:6]1[CH:5]=[C:4]([NH:11][C:12](=[O:18])[O:13][C:14]([CH3:16])([CH3:15])[CH3:17])[CH:3]=[C:2]([CH3:1])[CH:7]=1, predict the reactants needed to synthesize it. The reactants are: [CH3:1][C:2]1[CH:3]=[C:4]([NH:11][C:12](=[O:18])[O:13][C:14]([CH3:17])([CH3:16])[CH3:15])[CH:5]=[C:6]([N+:8]([O-])=O)[CH:7]=1.[NH4+].[Cl-]. (2) Given the product [CH3:30][N:31]([CH3:35])[CH2:32][CH2:33][O:16][C:13]1[CH:12]=[CH:11][C:10]([CH2:9][C:5]2[C:4]([NH2:17])=[N:3][C:2]([NH:1][CH2:8][CH2:6][CH2:5][CH2:9][CH3:10])=[N:7][C:6]=2[CH3:8])=[CH:15][CH:14]=1, predict the reactants needed to synthesize it. The reactants are: [NH2:1][C:2]1[N:7]=[C:6]([CH3:8])[C:5]([CH2:9][C:10]2[CH:15]=[CH:14][C:13]([OH:16])=[CH:12][CH:11]=2)=[C:4]([NH:17]CCCCC)[N:3]=1.C([O-])([O-])=O.[Cs+].[Cs+].Cl.[CH3:30][N:31]([CH3:35])[CH2:32][CH2:33]Cl.[Na+].[I-]. (3) Given the product [O:9]1[CH2:20][CH2:14][O:17][CH:8]1[C:2]1[S:1][CH:5]=[CH:4][C:3]=1[CH:6]1[O:13][CH2:10][CH2:11][O:7]1, predict the reactants needed to synthesize it. The reactants are: [S:1]1[CH:5]=[CH:4][C:3]([CH:6]=[O:7])=[C:2]1[CH:8]=[O:9].[CH2:10]([OH:13])[CH2:11]O.[C:14](=[O:17])([O-])[O-].[Na+].[Na+].[C:20]1(C)C=CC=CC=1. (4) Given the product [Cl:1][C:2]1[CH:3]=[CH:4][C:5]([N:8]2[CH:16]=[C:15]3[C:10]([CH:11]=[C:12]([NH2:17])[CH:13]=[CH:14]3)=[N:9]2)=[CH:6][CH:7]=1, predict the reactants needed to synthesize it. The reactants are: [Cl:1][C:2]1[CH:7]=[CH:6][C:5]([N:8]2[CH:16]=[C:15]3[C:10]([CH:11]=[C:12]([N+:17]([O-])=O)[CH:13]=[CH:14]3)=[N:9]2)=[CH:4][CH:3]=1.[Cl-].[NH4+]. (5) Given the product [Na+:47].[F:28][C:25]1[CH:26]=[CH:27][C:22]([C:14]2[C:15]([C:16]3[CH:17]=[CH:18][CH:19]=[CH:20][CH:21]=3)=[C:11]([C:9](=[O:10])[NH:8][C:5]3[CH:4]=[CH:3][C:2]([F:1])=[CH:7][CH:6]=3)[N:12]([CH:39]([CH3:40])[CH3:41])[C:13]=2[CH2:29][CH2:30][CH:31]([OH:32])[CH2:36][C@@H:35]([OH:37])[CH2:34][C:33]([O-:44])=[O:38])=[CH:23][CH:24]=1, predict the reactants needed to synthesize it. The reactants are: [F:1][C:2]1[CH:7]=[CH:6][C:5]([NH:8][C:9]([C:11]2[N:12]([CH:39]([CH3:41])[CH3:40])[C:13]([CH2:29][CH2:30][CH:31]3[CH2:36][C@@H:35]([OH:37])[CH2:34][C:33](=[O:38])[O:32]3)=[C:14]([C:22]3[CH:27]=[CH:26][C:25]([F:28])=[CH:24][CH:23]=3)[C:15]=2[C:16]2[CH:21]=[CH:20][CH:19]=[CH:18][CH:17]=2)=[O:10])=[CH:4][CH:3]=1.C([OH:44])C.O.[OH-].[Na+:47]. (6) Given the product [F:28][C:2]([F:1])([F:27])[C:3]1[CH:4]=[C:5]([CH:20]=[C:21]([C:23]([F:24])([F:25])[F:26])[CH:22]=1)[CH2:6][O:7][CH:8]1[O:13][CH2:12][CH2:11][N:10]([CH2:39][C:40]([O:42][CH3:43])=[O:41])[CH:9]1[C:14]1[CH:19]=[CH:18][CH:17]=[CH:16][CH:15]=1, predict the reactants needed to synthesize it. The reactants are: [F:1][C:2]([F:28])([F:27])[C:3]1[CH:4]=[C:5]([CH:20]=[C:21]([C:23]([F:26])([F:25])[F:24])[CH:22]=1)[CH2:6][O:7][CH:8]1[O:13][CH2:12][CH2:11][NH:10][CH:9]1[C:14]1[CH:19]=[CH:18][CH:17]=[CH:16][CH:15]=1.C(N(CC)C(C)C)(C)C.Br[CH2:39][C:40]([O:42][CH3:43])=[O:41]. (7) Given the product [O:18]1[C:14]2[CH:13]=[C:12]([CH2:11][C:7]3[NH:8][C:9]4[C:5]([N:6]=3)=[C:4]([NH2:22])[N:3]=[C:2]([NH2:34])[N:10]=4)[CH:20]=[CH:19][C:15]=2[CH2:16][CH2:17]1, predict the reactants needed to synthesize it. The reactants are: F[C:2]1[N:10]=[C:9]2[C:5]([N:6]=[C:7]([CH2:11][C:12]3[C:20](I)=[CH:19][C:15]4[CH2:16][CH2:17][O:18][C:14]=4[CH:13]=3)[NH:8]2)=[C:4]([NH2:22])[N:3]=1.C(O)(C(F)(F)F)=O.C1C(=O)[N:34](I)C(=O)C1.